Predict the reactants needed to synthesize the given product. From a dataset of Full USPTO retrosynthesis dataset with 1.9M reactions from patents (1976-2016). The reactants are: [CH3:1][C:2]1[C:11](=[O:12])[C:10]2[C:5](=[CH:6][CH:7]=[CH:8][CH:9]=2)[O:4][C:3]=1[NH:13][CH2:14][C:15]1[CH:20]=[CH:19][C:18]([CH2:21][CH2:22][CH2:23][CH2:24]OS(C2C=CC(C)=CC=2)(=O)=O)=[CH:17][CH:16]=1.[F-].[K+].C(O)(C(F)(F)[F:41])=O. Given the product [F:41][CH2:24][CH2:23][CH2:22][CH2:21][C:18]1[CH:19]=[CH:20][C:15]([CH2:14][NH:13][C:3]2[O:4][C:5]3[C:10]([C:11](=[O:12])[C:2]=2[CH3:1])=[CH:9][CH:8]=[CH:7][CH:6]=3)=[CH:16][CH:17]=1, predict the reactants needed to synthesize it.